This data is from Forward reaction prediction with 1.9M reactions from USPTO patents (1976-2016). The task is: Predict the product of the given reaction. Given the reactants [NH2:1][C:2]1[CH:17]=[CH:16][C:5]([O:6][CH:7]2[CH2:12][CH2:11][N:10]([CH:13](O)[CH3:14])[CH2:9][CH2:8]2)=[CH:4][CH:3]=1.Cl[C:19]1[N:28]=[CH:27][C:26]2[C:21](=[C:22]([C:29]3[CH:30]=[C:31]([NH:35][C:36](=[O:39])[CH:37]=[CH2:38])[CH:32]=[CH:33][CH:34]=3)[CH:23]=[CH:24][CH:25]=2)[N:20]=1.C(O)(C(F)(F)F)=[O:41], predict the reaction product. The product is: [OH:41][CH2:14][CH2:13][N:10]1[CH2:11][CH2:12][CH:7]([O:6][C:5]2[CH:16]=[CH:17][C:2]([NH:1][C:19]3[N:28]=[CH:27][C:26]4[C:21](=[C:22]([C:29]5[CH:30]=[C:31]([NH:35][C:36](=[O:39])[CH:37]=[CH2:38])[CH:32]=[CH:33][CH:34]=5)[CH:23]=[CH:24][CH:25]=4)[N:20]=3)=[CH:3][CH:4]=2)[CH2:8][CH2:9]1.